This data is from Full USPTO retrosynthesis dataset with 1.9M reactions from patents (1976-2016). The task is: Predict the reactants needed to synthesize the given product. (1) The reactants are: FC1C=CC(C2C=C(CO)C=NC=2OC)=CC=1.Cl[CH2:19][C:20]1[CH:21]=[C:22]([C:28]2[CH:33]=[CH:32][CH:31]=[C:30]([Cl:34])[CH:29]=2)[C:23]([O:26][CH3:27])=[N:24][CH:25]=1.[CH2:35]([O:37][C:38](=[O:49])[CH2:39][C:40]1[CH:45]=[CH:44][C:43](B(O)O)=[CH:42][CH:41]=1)[CH3:36]. Given the product [Cl:34][C:30]1[CH:29]=[C:28]([C:22]2[CH:21]=[C:20]([CH2:19][C:43]3[CH:44]=[CH:45][C:40]([CH2:39][C:38]([O:37][CH2:35][CH3:36])=[O:49])=[CH:41][CH:42]=3)[CH:25]=[N:24][C:23]=2[O:26][CH3:27])[CH:33]=[CH:32][CH:31]=1, predict the reactants needed to synthesize it. (2) Given the product [C:1]1([C:7]2[CH:12]=[C:11]([I:21])[CH:10]=[C:9]([C:13]3[CH:14]=[CH:15][CH:16]=[CH:17][CH:18]=3)[CH:8]=2)[CH:2]=[CH:3][CH:4]=[CH:5][CH:6]=1, predict the reactants needed to synthesize it. The reactants are: [C:1]1([C:7]2[CH:12]=[CH:11][CH:10]=[C:9]([C:13]3[CH:18]=[CH:17][CH:16]=[CH:15][CH:14]=3)[CH:8]=2)[CH:6]=[CH:5][CH:4]=[CH:3][CH:2]=1.O.O.[IH:21].II.S(=O)(=O)(O)O. (3) Given the product [C:59]([C:58](=[P:45]([C:46]1[CH:51]=[CH:50][CH:49]=[CH:48][CH:47]=1)([C:39]1[CH:40]=[CH:41][CH:42]=[CH:43][CH:44]=1)[C:52]1[CH:57]=[CH:56][CH:55]=[CH:54][CH:53]=1)[C:28]([C@@H:27]([NH:24][C:25](=[O:26])[O:21][C@H:3]([CH2:4][CH2:5][C:6]1[O:7][C:8]([C:11]2[CH:16]=[CH:15][C:14]([C:17]([F:20])([F:19])[F:18])=[CH:13][CH:12]=2)=[N:9][N:10]=1)[C:2]([CH3:23])([CH3:22])[CH3:1])[CH2:32][CH2:33][CH2:34][CH3:35])=[O:30])#[N:60], predict the reactants needed to synthesize it. The reactants are: [CH3:1][C:2]([CH3:23])([CH3:22])[C@H:3]([OH:21])[CH2:4][CH2:5][C:6]1[O:7][C:8]([C:11]2[CH:16]=[CH:15][C:14]([C:17]([F:20])([F:19])[F:18])=[CH:13][CH:12]=2)=[N:9][N:10]=1.[N:24]([C@@H:27]([CH2:32][CH2:33][CH2:34][CH3:35])[C:28]([O:30]C)=O)=[C:25]=[O:26].O.[OH-].[Li+].[C:39]1([P:45](=[CH:58][C:59]#[N:60])([C:52]2[CH:57]=[CH:56][CH:55]=[CH:54][CH:53]=2)[C:46]2[CH:51]=[CH:50][CH:49]=[CH:48][CH:47]=2)[CH:44]=[CH:43][CH:42]=[CH:41][CH:40]=1.